This data is from Reaction yield outcomes from USPTO patents with 853,638 reactions. The task is: Predict the reaction yield, written as a fraction of the theoretical maximum amount of product (1.0 means a 100% yield; for example, 0.34 means a 34% yield). The reactants are [Cl:1][C:2]1[CH:21]=[CH:20][C:5]([CH2:6][S:7][C:8]2[O:9][C:10]3[CH:16]=[CH:15][C:14]([N+:17]([O-])=O)=[CH:13][C:11]=3[N:12]=2)=[CH:4][CH:3]=1.[Cl-].[NH4+].C(OCC)(=O)C. The catalyst is C(O)C.O.[Fe]. The product is [Cl:1][C:2]1[CH:21]=[CH:20][C:5]([CH2:6][S:7][C:8]2[O:9][C:10]3[CH:16]=[CH:15][C:14]([NH2:17])=[CH:13][C:11]=3[N:12]=2)=[CH:4][CH:3]=1. The yield is 0.940.